From a dataset of Blood-brain barrier penetration binary classification data from Martins et al.. Regression/Classification. Given a drug SMILES string, predict its absorption, distribution, metabolism, or excretion properties. Task type varies by dataset: regression for continuous measurements (e.g., permeability, clearance, half-life) or binary classification for categorical outcomes (e.g., BBB penetration, CYP inhibition). Dataset: bbb_martins. The compound is C[C@]12CC[C@H]3[C@@H](CCC4=CC(=O)C=C[C@@]43C)[C@@H]1CCC(=O)O2. The result is 0 (does not penetrate BBB).